From a dataset of Catalyst prediction with 721,799 reactions and 888 catalyst types from USPTO. Predict which catalyst facilitates the given reaction. (1) Reactant: [C:1]([C:3]1[CH:11]=[CH:10][C:6]([C:7]([OH:9])=O)=[CH:5][CH:4]=1)#[N:2].O[C:13]1[C:21]2[N:20]=N[NH:18][C:17]=2[CH:16]=[CH:15][CH:14]=1.C(N(CC)CC)C.C1(N)C=CC=CC=1N. Product: [NH2:18][C:17]1[CH:16]=[CH:15][CH:14]=[CH:13][C:21]=1[NH:20][C:7](=[O:9])[C:6]1[CH:5]=[CH:4][C:3]([C:1]#[N:2])=[CH:11][CH:10]=1. The catalyst class is: 650. (2) Product: [CH2:14]([N:12]1[C:11]2[CH:10]=[CH:9][CH:8]=[CH:7][C:6]=2[C:5]2[C:13]1=[CH:1][CH:2]=[CH:3][CH:4]=2)[CH3:15]. The catalyst class is: 21. Reactant: [CH:1]1[C:13]2[NH:12][C:11]3[C:6](=[CH:7][CH:8]=[CH:9][CH:10]=3)[C:5]=2[CH:4]=[CH:3][CH:2]=1.[CH2:14](Br)[CH3:15].[OH-].[Na+]. (3) Reactant: [NH2:1][C:2]1[CH:7]=[CH:6][C:5]([B:8]2[O:12]C(C)(C)C(C)(C)[O:9]2)=[CH:4][N:3]=1.Br[CH2:18][C:19](=O)[C:20]([O:22][CH2:23][CH3:24])=[O:21].C(O)C. Product: [CH2:23]([O:22][C:20]([C:19]1[N:1]=[C:2]2[CH:7]=[CH:6][C:5]([B:8]([OH:9])[OH:12])=[CH:4][N:3]2[CH:18]=1)=[O:21])[CH3:24]. The catalyst class is: 57. (4) Reactant: [NH2:1][C:2]1[CH:3]=[CH:4][C:5]([C:8]([F:11])([F:10])[F:9])=[N:6][CH:7]=1.Cl.[I-].[K+].[I:15]([O-])(=O)=O.[K+].[OH-].[Na+]. Product: [NH2:1][C:2]1[CH:3]=[CH:4][C:5]([C:8]([F:11])([F:9])[F:10])=[N:6][C:7]=1[I:15]. The catalyst class is: 72. (5) Reactant: [NH:1]1[CH2:5][CH2:4][CH:3]([OH:6])[CH2:2]1.Cl[C:8]([O:10][CH2:11][C:12]1[CH:17]=[CH:16][CH:15]=[CH:14][CH:13]=1)=[O:9]. Product: [CH2:11]([O:10][C:8]([N:1]1[CH2:5][CH2:4][CH:3]([OH:6])[CH2:2]1)=[O:9])[C:12]1[CH:17]=[CH:16][CH:15]=[CH:14][CH:13]=1. The catalyst class is: 2. (6) Product: [CH3:3][O:2][C:1]([O:14][NH:15][C:16](=[NH:26])[C:17]1[CH:18]=[CH:19][C:20]([N+:23]([O-:25])=[O:24])=[CH:21][CH:22]=1)=[O:4]. The catalyst class is: 17. Reactant: [C:1](Cl)(=[O:4])[O:2][CH3:3].C(Cl)Cl.C1COCC1.[OH:14][NH:15][C:16](=[NH:26])[C:17]1[CH:22]=[CH:21][C:20]([N+:23]([O-:25])=[O:24])=[CH:19][CH:18]=1. (7) Reactant: [N:1]1[CH:6]=[CH:5][C:4]([CH:7]([OH:9])[CH3:8])=[CH:3][CH:2]=1.[H-].[Na+].[CH3:12][C:13]1[CH:18]=[CH:17][C:16]([S:19](Cl)(=[O:21])=[O:20])=[CH:15][CH:14]=1.O. Product: [CH3:12][C:13]1[CH:18]=[CH:17][C:16]([S:19]([O:9][CH:7]([C:4]2[CH:5]=[CH:6][N:1]=[CH:2][CH:3]=2)[CH3:8])(=[O:21])=[O:20])=[CH:15][CH:14]=1. The catalyst class is: 1. (8) Reactant: [F:1][C:2]1[C:7]([OH:8])=[CH:6][CH:5]=[C:4]([F:9])[C:3]=1[C:10]1[N:15]=[C:14]([C:16]([O:18][CH3:19])=[O:17])[CH:13]=[CH:12][C:11]=1[F:20].[CH3:21][C:22]1([CH3:29])[O:26][C@H:25]([CH2:27]O)[CH2:24][O:23]1.C1(P(C2C=CC=CC=2)C2C=CC=CC=2)C=CC=CC=1.N(/C(OC(C)(C)C)=O)=N\C(OC(C)(C)C)=O. Product: [CH3:21][C:22]1([CH3:29])[O:26][C@@H:25]([CH2:27][O:8][C:7]2[C:2]([F:1])=[C:3]([C:10]3[N:15]=[C:14]([C:16]([O:18][CH3:19])=[O:17])[CH:13]=[CH:12][C:11]=3[F:20])[C:4]([F:9])=[CH:5][CH:6]=2)[CH2:24][O:23]1. The catalyst class is: 1.